From a dataset of Full USPTO retrosynthesis dataset with 1.9M reactions from patents (1976-2016). Predict the reactants needed to synthesize the given product. (1) Given the product [CH:1]([N:4]1[CH2:9][CH2:8][CH:7]([O:10][C:11]2[CH:19]=[CH:18][C:17]3[N:16]4[C@H:20]([CH3:25])[CH2:21][N:22]([CH2:29][C:30]5[N:31]=[C:32]([C:36]6[CH:41]=[CH:40][CH:39]=[CH:38][CH:37]=6)[O:33][C:34]=5[CH3:35])[C:23](=[O:24])[C:15]4=[CH:14][C:13]=3[CH:12]=2)[CH2:6][CH2:5]1)([CH3:3])[CH3:2], predict the reactants needed to synthesize it. The reactants are: [CH:1]([N:4]1[CH2:9][CH2:8][CH:7]([O:10][C:11]2[CH:19]=[CH:18][C:17]3[N:16]4[C@H:20]([CH3:25])[CH2:21][NH:22][C:23](=[O:24])[C:15]4=[CH:14][C:13]=3[CH:12]=2)[CH2:6][CH2:5]1)([CH3:3])[CH3:2].[H-].[Na+].Cl[CH2:29][C:30]1[N:31]=[C:32]([C:36]2[CH:41]=[CH:40][CH:39]=[CH:38][CH:37]=2)[O:33][C:34]=1[CH3:35]. (2) Given the product [CH:1]([O:14][C:15]([C:17]1([O:20]/[N:21]=[C:22](/[C:26]2[N:27]=[C:28]([NH:31][C:32]([O:34][C:35]([CH3:38])([CH3:37])[CH3:36])=[O:33])[S:29][CH:30]=2)\[C:23]([NH:39][C@@H:40]2[C:43](=[O:44])[NH:42][C@@H:41]2[CH2:45][N:46]2[N:50]=[C:49]3[CH2:51][N:52]([C:54]([O:56][C:57]([CH3:60])([CH3:59])[CH3:58])=[O:55])[CH2:53][C:48]3=[N:47]2)=[O:24])[CH2:19][CH2:18]1)=[O:16])([C:2]1[CH:7]=[CH:6][CH:5]=[CH:4][CH:3]=1)[C:8]1[CH:9]=[CH:10][CH:11]=[CH:12][CH:13]=1, predict the reactants needed to synthesize it. The reactants are: [CH:1]([O:14][C:15]([C:17]1([O:20]/[N:21]=[C:22](/[C:26]2[N:27]=[C:28]([NH:31][C:32]([O:34][C:35]([CH3:38])([CH3:37])[CH3:36])=[O:33])[S:29][CH:30]=2)\[C:23](O)=[O:24])[CH2:19][CH2:18]1)=[O:16])([C:8]1[CH:13]=[CH:12][CH:11]=[CH:10][CH:9]=1)[C:2]1[CH:7]=[CH:6][CH:5]=[CH:4][CH:3]=1.[NH2:39][C@@H:40]1[C:43](=[O:44])[NH:42][C@@H:41]1[CH2:45][N:46]1[N:50]=[C:49]2[CH2:51][N:52]([C:54]([O:56][C:57]([CH3:60])([CH3:59])[CH3:58])=[O:55])[CH2:53][C:48]2=[N:47]1.CN(C(ON1N=NC2C=CC=NC1=2)=[N+](C)C)C.F[P-](F)(F)(F)(F)F.CCN(C(C)C)C(C)C. (3) Given the product [CH3:30][C:29]1([CH3:28])[O:23][C@@H:47]([CH2:46][O:36][NH:35][C:18]([C:10]2[O:11][C:12]3[CH:17]=[CH:16][N:15]=[CH:14][C:13]=3[C:9]=2[NH:8][C:5]2[CH:4]=[CH:3][C:2]([I:1])=[CH:7][CH:6]=2)=[O:20])[CH2:48][O:49]1, predict the reactants needed to synthesize it. The reactants are: [I:1][C:2]1[CH:7]=[CH:6][C:5]([NH:8][C:9]2[C:13]3[CH:14]=[N:15][CH:16]=[CH:17][C:12]=3[O:11][C:10]=2[C:18]([O:20]CC)=O)=[CH:4][CH:3]=1.[OH-:23].[Na+].C1C=C[C:28]2N(O)N=N[C:29]=2[CH:30]=1.[NH2:35][OH:36].CCN(C(C)C)C(C)C.[CH2:46]1C[O:49][CH2:48][CH2:47]1. (4) Given the product [Cl:18][C:19]1[CH:27]=[CH:26][C:25]([C:28]#[N:29])=[CH:24][C:20]=1[C:21]([NH:15][CH2:14][C:13]([C:11]1[N:12]=[C:8]([C:5]2[CH:4]=[CH:3][C:2]([F:1])=[CH:7][CH:6]=2)[O:9][CH:10]=1)([CH3:17])[CH3:16])=[O:22], predict the reactants needed to synthesize it. The reactants are: [F:1][C:2]1[CH:7]=[CH:6][C:5]([C:8]2[O:9][CH:10]=[C:11]([C:13]([CH3:17])([CH3:16])[CH2:14][NH2:15])[N:12]=2)=[CH:4][CH:3]=1.[Cl:18][C:19]1[CH:27]=[CH:26][C:25]([C:28]#[N:29])=[CH:24][C:20]=1[C:21](O)=[O:22]. (5) Given the product [F:16][C@@H:11]1[CH2:12][CH2:13][CH2:14][CH2:15][C@@H:10]1[O:9][C:8]1[CH:7]=[CH:6][C:5]([C:17]2[N:18]=[C:19]([NH:23][C:24]3[CH:25]=[N:26][N:27]([CH:29]4[CH2:30][CH2:31][NH:32][CH2:33][CH2:34]4)[CH:28]=3)[N:20]=[CH:21][N:22]=2)=[CH:4][C:3]=1[C:1]#[N:2], predict the reactants needed to synthesize it. The reactants are: [C:1]([C:3]1[CH:4]=[C:5]([C:17]2[N:22]=[CH:21][N:20]=[C:19]([NH:23][C:24]3[CH:25]=[N:26][N:27]([CH:29]4[CH2:34][CH2:33][N:32](C(OC(C)(C)C)=O)[CH2:31][CH2:30]4)[CH:28]=3)[N:18]=2)[CH:6]=[CH:7][C:8]=1[O:9][C@H:10]1[CH2:15][CH2:14][CH2:13][CH2:12][C@H:11]1[F:16])#[N:2].FC(F)(F)C(O)=O. (6) The reactants are: [Si]([O:8][C:9]1[CH:22]=[C:21]2[C:12]([C@@:13]3([CH2:31][CH3:32])[C@H:18]([CH2:19][CH2:20]2)[CH2:17][C@:16]([C:24]2[CH:25]=[N:26][CH:27]=[CH:28][CH:29]=2)([OH:23])[C@@H:15]([OH:30])[CH2:14]3)=[CH:11][CH:10]=1)(C(C)(C)C)(C)C.C(O)(=O)C.[F-].C([N+](CCCC)(CCCC)CCCC)CCC. Given the product [CH2:31]([C@:13]12[C:12]3[C:21](=[CH:22][C:9]([OH:8])=[CH:10][CH:11]=3)[CH2:20][CH2:19][C@@H:18]1[CH2:17][C@:16]([C:24]1[CH:25]=[N:26][CH:27]=[CH:28][CH:29]=1)([OH:23])[C@@H:15]([OH:30])[CH2:14]2)[CH3:32], predict the reactants needed to synthesize it. (7) Given the product [CH2:1]([C:3]1[CH:8]=[CH:7][CH:6]=[CH:5][C:4]=1[N:9]1[C:11]([NH2:14])=[CH:12][CH:13]=[N:10]1)[CH3:2], predict the reactants needed to synthesize it. The reactants are: [CH2:1]([C:3]1[CH:8]=[CH:7][CH:6]=[CH:5][C:4]=1[NH:9][NH2:10])[CH3:2].[CH2:11]([NH2:14])[CH:12]=[CH2:13].S(=O)(=O)(O)O.C(=O)([O-])[O-].[Na+].[Na+]. (8) The reactants are: [C:1]([O:5][C:6]([NH:8][CH2:9][CH2:10][CH2:11][N:12]1[C:21]2[C:22]3[CH:23]=[CH:24][CH:25]=[CH:26][C:27]=3[C:28](=[O:29])[C:20]=2[C:19]2[C:14](=[CH:15][C:16]([NH:30][CH2:31][C:32]([O:34]CC)=[O:33])=[CH:17][CH:18]=2)[C:13]1=[O:37])=[O:7])([CH3:4])([CH3:3])[CH3:2]. Given the product [C:1]([O:5][C:6]([NH:8][CH2:9][CH2:10][CH2:11][N:12]1[C:21]2[C:22]3[CH:23]=[CH:24][CH:25]=[CH:26][C:27]=3[C:28](=[O:29])[C:20]=2[C:19]2[C:14](=[CH:15][C:16]([NH:30][CH2:31][C:32]([OH:34])=[O:33])=[CH:17][CH:18]=2)[C:13]1=[O:37])=[O:7])([CH3:4])([CH3:2])[CH3:3], predict the reactants needed to synthesize it. (9) Given the product [NH2:18][C@H:15]1[CH2:16][CH2:17][C@H:13]([C:7]2[CH:6]=[CH:5][C:4]([C:1]([NH2:2])=[O:3])=[C:12]3[C:8]=2[CH:9]=[CH:10][NH:11]3)[CH2:14]1.[NH2:18][C@@H:15]1[CH2:16][CH2:17][C@H:13]([C:7]2[CH:6]=[CH:5][C:4]([C:1]([NH2:2])=[O:3])=[C:12]3[C:8]=2[CH:9]=[CH:10][NH:11]3)[CH2:14]1, predict the reactants needed to synthesize it. The reactants are: [C:1]([C:4]1[CH:5]=[CH:6][C:7]([CH:13]2[CH2:17][CH2:16][CH:15]([NH:18]C(=O)OC(C)(C)C)[CH2:14]2)=[C:8]2[C:12]=1[NH:11][CH:10]=[CH:9]2)(=[O:3])[NH2:2]. (10) Given the product [C:1]1([C:7]2[CH:8]=[C:9]3[C:13](=[C:14]([C:16]([NH2:18])=[O:17])[CH:15]=2)[NH:12][CH:11]=[C:10]3[CH:19]2[CH2:20][CH2:21][NH:22][CH2:23][CH2:24]2)[CH:2]=[CH:3][CH:4]=[CH:5][CH:6]=1, predict the reactants needed to synthesize it. The reactants are: [C:1]1([C:7]2[CH:8]=[C:9]3[C:13](=[C:14]([C:16]([NH2:18])=[O:17])[CH:15]=2)[NH:12][CH:11]=[C:10]3[C:19]2[CH2:20][CH2:21][N:22](CC3C=CC=CC=3)[CH2:23][CH:24]=2)[CH:6]=[CH:5][CH:4]=[CH:3][CH:2]=1.[H][H].